Dataset: Forward reaction prediction with 1.9M reactions from USPTO patents (1976-2016). Task: Predict the product of the given reaction. Given the reactants [NH2:1][C:2]1[N:7]=[C:6]([NH:8][C:9]([C:11]2[C:12]([CH3:16])=[N:13][O:14][CH:15]=2)=[O:10])[CH:5]=[N:4][C:3]=1Cl.[F:18][C:19]([F:34])([F:33])[O:20][C:21]1[CH:26]=[CH:25][C:24]([O:27][CH2:28][CH3:29])=[CH:23][C:22]=1B(O)O.C(=O)([O-])[O-].[Cs+].[Cs+], predict the reaction product. The product is: [NH2:1][C:2]1[N:7]=[C:6]([NH:8][C:9]([C:11]2[C:12]([CH3:16])=[N:13][O:14][CH:15]=2)=[O:10])[CH:5]=[N:4][C:3]=1[C:22]1[CH:23]=[C:24]([O:27][CH2:28][CH3:29])[CH:25]=[CH:26][C:21]=1[O:20][C:19]([F:18])([F:34])[F:33].